From a dataset of Reaction yield outcomes from USPTO patents with 853,638 reactions. Predict the reaction yield, written as a fraction of the theoretical maximum amount of product (1.0 means a 100% yield; for example, 0.34 means a 34% yield). (1) The reactants are [Br:1][C:2]1[CH:30]=[CH:29][C:5]([NH:6][C:7]2[C:8]([C:15](OC3C(F)=C(F)C(F)=C(F)C=3F)=[O:16])=[CH:9][N:10]([CH3:14])[C:11](=[O:13])[CH:12]=2)=[C:4]([F:31])[CH:3]=1.[NH3:32]. The catalyst is C1COCC1. The product is [Br:1][C:2]1[CH:30]=[CH:29][C:5]([NH:6][C:7]2[C:8]([C:15]([NH2:32])=[O:16])=[CH:9][N:10]([CH3:14])[C:11](=[O:13])[CH:12]=2)=[C:4]([F:31])[CH:3]=1. The yield is 1.00. (2) The reactants are [NH:1]1[CH2:5][CH2:4][CH2:3][CH2:2]1.ClC[C:8]1[CH:38]=[CH:37][C:11]([C:12]([NH:14][C:15]2[S:16][C:17]3[C:23]([C:24]4[N:25]=[C:26]([N:29]5[CH2:34][CH2:33][O:32][CH2:31][CH2:30]5)[S:27][CH:28]=4)=[CH:22][CH:21]=[C:20]([O:35][CH3:36])[C:18]=3[N:19]=2)=[O:13])=[CH:10][CH:9]=1.[CH2:39]1COCC1. No catalyst specified. The product is [CH3:36][O:35][C:20]1[C:18]2[N:19]=[C:15]([NH:14][C:12](=[O:13])[C:11]3[CH:37]=[CH:38][C:8]([N:1]4[CH2:5][CH2:4][CH2:3][CH2:2]4)=[CH:9][C:10]=3[CH3:39])[S:16][C:17]=2[C:23]([C:24]2[N:25]=[C:26]([N:29]3[CH2:30][CH2:31][O:32][CH2:33][CH2:34]3)[S:27][CH:28]=2)=[CH:22][CH:21]=1. The yield is 0.870. (3) The reactants are [C:1]([C:4]1[C:5](=[O:29])[N:6]([CH2:19][CH2:20][CH2:21][C:22]2[CH:27]=[CH:26][C:25]([Cl:28])=[CH:24][CH:23]=2)[N:7]=[C:8]([C:10]2[CH:15]=[CH:14][C:13]([O:16][CH3:17])=[C:12]([F:18])[CH:11]=2)[CH:9]=1)(O)=O.ClC1C=CC(CCC[N:40]2C(=O)C(COS(C)(=O)=O)=CC(C3C=CC(OC)=C(F)C=3)=N2)=CC=1.ClC1C=CC(CCCN2C(=O)C(CO)=CC(C3C=CC(OC)=C(F)C=3)=N2)=CC=1. No catalyst specified. The product is [NH2:40][CH2:1][C:4]1[C:5](=[O:29])[N:6]([CH2:19][CH2:20][CH2:21][C:22]2[CH:27]=[CH:26][C:25]([Cl:28])=[CH:24][CH:23]=2)[N:7]=[C:8]([C:10]2[CH:15]=[CH:14][C:13]([O:16][CH3:17])=[C:12]([F:18])[CH:11]=2)[CH:9]=1. The yield is 0.482. (4) The reactants are [C:1]([C:5]1[CH:10]=[CH:9][C:8]([C:11]2[S:15][CH:14]=[C:13]([C:16](=[N:18][NH:19][C:20]([NH:22][C:23]3[S:27][C:26]([C:28]([O:30]C)=[O:29])=[CH:25][CH:24]=3)=[S:21])[CH3:17])[C:12]=2[OH:32])=[CH:7][CH:6]=1)([CH3:4])([CH3:3])[CH3:2].[OH-].[Na+].Cl. The catalyst is C(O)(C)C. The product is [C:1]([C:5]1[CH:10]=[CH:9][C:8]([C:11]2[S:15][CH:14]=[C:13]([C:16](=[N:18][NH:19][C:20]([NH:22][C:23]3[S:27][C:26]([C:28]([OH:30])=[O:29])=[CH:25][CH:24]=3)=[S:21])[CH3:17])[C:12]=2[OH:32])=[CH:7][CH:6]=1)([CH3:2])([CH3:3])[CH3:4]. The yield is 0.0300.